Dataset: NCI-60 drug combinations with 297,098 pairs across 59 cell lines. Task: Regression. Given two drug SMILES strings and cell line genomic features, predict the synergy score measuring deviation from expected non-interaction effect. (1) Drug 1: CC1=C(C(=CC=C1)Cl)NC(=O)C2=CN=C(S2)NC3=CC(=NC(=N3)C)N4CCN(CC4)CCO. Drug 2: C(CCl)NC(=O)N(CCCl)N=O. Cell line: ACHN. Synergy scores: CSS=23.6, Synergy_ZIP=-5.66, Synergy_Bliss=-2.33, Synergy_Loewe=-52.2, Synergy_HSA=-2.00. (2) Drug 1: C1=C(C(=O)NC(=O)N1)N(CCCl)CCCl. Drug 2: CC(C1=C(C=CC(=C1Cl)F)Cl)OC2=C(N=CC(=C2)C3=CN(N=C3)C4CCNCC4)N. Cell line: SK-MEL-5. Synergy scores: CSS=20.8, Synergy_ZIP=2.84, Synergy_Bliss=5.33, Synergy_Loewe=-0.0513, Synergy_HSA=0.825. (3) Drug 1: CC1=CC2C(CCC3(C2CCC3(C(=O)C)OC(=O)C)C)C4(C1=CC(=O)CC4)C. Drug 2: CCC1(CC2CC(C3=C(CCN(C2)C1)C4=CC=CC=C4N3)(C5=C(C=C6C(=C5)C78CCN9C7C(C=CC9)(C(C(C8N6C)(C(=O)OC)O)OC(=O)C)CC)OC)C(=O)OC)O.OS(=O)(=O)O. Cell line: NCI-H522. Synergy scores: CSS=20.6, Synergy_ZIP=-0.488, Synergy_Bliss=-1.01, Synergy_Loewe=-47.3, Synergy_HSA=-0.757. (4) Drug 1: C1CCN(CC1)CCOC2=CC=C(C=C2)C(=O)C3=C(SC4=C3C=CC(=C4)O)C5=CC=C(C=C5)O. Drug 2: CC1=C(C(CCC1)(C)C)C=CC(=CC=CC(=CC(=O)O)C)C. Cell line: CAKI-1. Synergy scores: CSS=14.5, Synergy_ZIP=-4.92, Synergy_Bliss=-5.19, Synergy_Loewe=-5.57, Synergy_HSA=-4.02. (5) Drug 1: COC1=NC(=NC2=C1N=CN2C3C(C(C(O3)CO)O)O)N. Drug 2: CCC1=C2CN3C(=CC4=C(C3=O)COC(=O)C4(CC)O)C2=NC5=C1C=C(C=C5)O. Cell line: HCT-15. Synergy scores: CSS=9.12, Synergy_ZIP=-2.91, Synergy_Bliss=2.79, Synergy_Loewe=-25.1, Synergy_HSA=-1.29. (6) Drug 1: CC1C(C(CC(O1)OC2CC(CC3=C2C(=C4C(=C3O)C(=O)C5=C(C4=O)C(=CC=C5)OC)O)(C(=O)C)O)N)O.Cl. Drug 2: C1CN1P(=S)(N2CC2)N3CC3. Cell line: M14. Synergy scores: CSS=1.18, Synergy_ZIP=-5.57, Synergy_Bliss=-9.44, Synergy_Loewe=-14.8, Synergy_HSA=-8.59.